This data is from Forward reaction prediction with 1.9M reactions from USPTO patents (1976-2016). The task is: Predict the product of the given reaction. (1) The product is: [ClH:1].[Cl:1][C:2]1[CH:7]=[CH:6][C:5]([C:8]2[C:16]3[C:15]([N:17]4[CH2:22][CH2:21][NH:20][CH2:19][CH2:18]4)=[N:14][CH:13]=[N:12][C:11]=3[S:10][CH:9]=2)=[CH:4][CH:3]=1. Given the reactants [Cl:1][C:2]1[CH:7]=[CH:6][C:5]([C:8]2[C:16]3[C:15]([N:17]4[CH2:22][CH2:21][N:20](C(OC(C)(C)C)=O)[CH2:19][CH2:18]4)=[N:14][CH:13]=[N:12][C:11]=3[S:10][CH:9]=2)=[CH:4][CH:3]=1.Cl, predict the reaction product. (2) The product is: [O:31]1[CH:29]=[N:26][C:1]([C:3]2[NH:4][C:5]3[C:10]([CH:11]=2)=[CH:9][CH:8]=[CH:7][C:6]=3[NH:12][S:13]([C:16]2[S:17][CH:18]=[CH:19][CH:20]=2)(=[O:14])=[O:15])=[N:2]1. Given the reactants [C:1]([C:3]1[NH:4][C:5]2[C:10]([CH:11]=1)=[CH:9][CH:8]=[CH:7][C:6]=2[NH:12][S:13]([C:16]1[S:17][CH:18]=[CH:19][CH:20]=1)(=[O:15])=[O:14])#[N:2].Cl.ON.C([N:26]([CH2:29]C)CC)C.[O:31]1CCCC1, predict the reaction product. (3) The product is: [F:21][C:18]1[CH:17]=[CH:16][C:15]([C:14]2[N:13]3[C:8]([CH:9]=[C:10]([CH2:22][N:23]4[CH:27]=[C:26]([C:28]([OH:35])([C:31]([F:34])([F:32])[F:33])[CH2:29][CH3:30])[N:25]=[N:24]4)[CH:11]=[CH:12]3)=[CH:7][C:6]=2[C:4](=[O:5])[CH3:37])=[CH:20][CH:19]=1. Given the reactants CON(C)[C:4]([C:6]1[CH:7]=[C:8]2[N:13]([C:14]=1[C:15]1[CH:20]=[CH:19][C:18]([F:21])=[CH:17][CH:16]=1)[CH:12]=[CH:11][C:10]([CH2:22][N:23]1[CH:27]=[C:26]([C:28]([OH:35])([C:31]([F:34])([F:33])[F:32])[CH2:29][CH3:30])[N:25]=[N:24]1)=[CH:9]2)=[O:5].[CH3:37][Mg]I, predict the reaction product. (4) Given the reactants Cl.[Cl:2][C:3]1[CH:4]=[C:5]2[C:10](=[CH:11][CH:12]=1)[CH:9]=[C:8]([S:13]([N:16]1[CH2:21][CH2:20][N:19]([C:22]([C:24]3[NH:32][C:31]4[CH2:30][CH2:29][NH:28][CH2:27][C:26]=4[CH:25]=3)=[O:23])[CH2:18][CH2:17]1)(=[O:15])=[O:14])[CH:7]=[CH:6]2.[C:33](O)(=O)[CH3:34].C(=O)C.C(O[BH-](OC(=O)C)OC(=O)C)(=O)C.[Na+].C(=O)(O)[O-].[Na+], predict the reaction product. The product is: [ClH:2].[Cl:2][C:3]1[CH:4]=[C:5]2[C:10](=[CH:11][CH:12]=1)[CH:9]=[C:8]([S:13]([N:16]1[CH2:21][CH2:20][N:19]([C:22]([C:24]3[NH:32][C:31]4[CH2:30][CH2:29][N:28]([CH2:33][CH3:34])[CH2:27][C:26]=4[CH:25]=3)=[O:23])[CH2:18][CH2:17]1)(=[O:15])=[O:14])[CH:7]=[CH:6]2. (5) Given the reactants [O:1]=[CH:2][C@@H:3]([C@H:5]([C@@H:7]([C@@H:9]([CH2:11][OH:12])[OH:10])[OH:8])[OH:6])[OH:4].[H][H], predict the reaction product. The product is: [OH:12][CH2:11][C@@H:9]([C@H:7]([C@@H:5]([C@@H:3]([CH2:2][OH:1])[OH:4])[OH:6])[OH:8])[OH:10]. (6) Given the reactants [NH2:1][C:2]1[CH:7]=[CH:6][C:5]([CH:8]2[C:17]([CH3:19])([CH3:18])[CH2:16][C:15]3[C:10](=[CH:11][CH:12]=[C:13]([C:20]([O:22][CH3:23])=[O:21])[CH:14]=3)[NH:9]2)=[CH:4][CH:3]=1.C(N(CC)C(C)C)(C)C.[C:33]1([CH2:39][C:40](Cl)=[O:41])[CH:38]=[CH:37][CH:36]=[CH:35][CH:34]=1, predict the reaction product. The product is: [CH3:19][C:17]1([CH3:18])[CH2:16][C:15]2[C:10](=[CH:11][CH:12]=[C:13]([C:20]([O:22][CH3:23])=[O:21])[CH:14]=2)[NH:9][CH:8]1[C:5]1[CH:4]=[CH:3][C:2]([NH:1][C:40](=[O:41])[CH2:39][C:33]2[CH:38]=[CH:37][CH:36]=[CH:35][CH:34]=2)=[CH:7][CH:6]=1. (7) Given the reactants [N:1]12[CH2:9][CH2:8][CH:5]([CH2:6][CH2:7]1)[NH:4][CH2:3][CH2:2]2.[Br:10][C:11]1[CH:12]=[CH:13][C:14]2[O:18][C:17](SC)=[N:16][C:15]=2[CH:21]=1, predict the reaction product. The product is: [Br:10][C:11]1[CH:12]=[CH:13][C:14]2[O:18][C:17]([N:4]3[CH:5]4[CH2:8][CH2:9][N:1]([CH2:7][CH2:6]4)[CH2:2][CH2:3]3)=[N:16][C:15]=2[CH:21]=1. (8) Given the reactants ClCCl.[CH2:4]([C@@H:6]1[O:8][CH2:7]1)[Cl:5].[C:9]1([OH:15])[CH:14]=[CH:13][CH:12]=[CH:11][CH:10]=1, predict the reaction product. The product is: [Cl:5][CH2:4][C@H:6]([OH:8])[CH2:7][O:15][C:9]1[CH:14]=[CH:13][CH:12]=[CH:11][CH:10]=1. (9) The product is: [CH2:14]([O:13][C:11]([C:6]12[CH2:5][CH2:4][C:3]([NH:2][CH2:25][C:26]([N:28]3[CH2:32][C@@H:31]([F:33])[CH2:30][C@H:29]3[C:34]([NH2:36])=[O:35])=[O:27])([CH2:10][CH2:9]1)[CH2:8][CH2:7]2)=[O:12])[CH3:15]. Given the reactants Cl.[NH2:2][C:3]12[CH2:10][CH2:9][C:6]([C:11]([O:13][CH2:14][CH3:15])=[O:12])([CH2:7][CH2:8]1)[CH2:5][CH2:4]2.C(=O)([O-])[O-].[K+].[K+].[I-].[K+].Cl[CH2:25][C:26]([N:28]1[CH2:32][C@@H:31]([F:33])[CH2:30][C@H:29]1[C:34]([NH2:36])=[O:35])=[O:27], predict the reaction product.